From a dataset of Catalyst prediction with 721,799 reactions and 888 catalyst types from USPTO. Predict which catalyst facilitates the given reaction. Reactant: [N+:1]([C:4]1[CH:9]=[CH:8][CH:7]=[CH:6][C:5]=1[CH2:10][C:11]([O:13][CH3:14])=[O:12])([O-])=O. Product: [NH2:1][C:4]1[CH:9]=[CH:8][CH:7]=[CH:6][C:5]=1[CH2:10][C:11]([O:13][CH3:14])=[O:12]. The catalyst class is: 19.